This data is from hERG Central: cardiac toxicity at 1µM, 10µM, and general inhibition. The task is: Predict hERG channel inhibition at various concentrations. (1) The drug is CC(NC(=O)c1ccccc1OC(F)F)c1ccc(-n2ccnc2)cc1. Results: hERG_inhib (hERG inhibition (general)): blocker. (2) The compound is O=C(NC1CCCC1)C(c1ccc(Cl)cc1)N1CCN(C2CCCCC2)CC1. Results: hERG_inhib (hERG inhibition (general)): blocker. (3) The compound is Cc1cc(NCc2ccco2)nc(N2CCC(C(=O)NC3CCCCC3)CC2)n1. Results: hERG_inhib (hERG inhibition (general)): blocker. (4) The molecule is COc1ccc(C2=NOC(C)(c3nnc(-c4ccccc4)o3)C2)cc1. Results: hERG_inhib (hERG inhibition (general)): blocker. (5) Results: hERG_inhib (hERG inhibition (general)): blocker. The drug is O=C(N/N=C/c1cccc([N+](=O)[O-])c1)C1CC(=O)N(c2ccc(Cl)cc2)C1.